This data is from Forward reaction prediction with 1.9M reactions from USPTO patents (1976-2016). The task is: Predict the product of the given reaction. (1) Given the reactants [CH3:1][C@H:2]1[CH2:10][C:9]2[C:4](=[CH:5][C:6]([CH3:11])=[CH:7][CH:8]=2)[C@@H:3]1[NH:12][C:13]1[N:18]=[C:17]([NH2:19])[N:16]=[CH:15][N:14]=1.[F:20][C:21]([F:32])([F:31])[C:22](O[C:22](=[O:23])[C:21]([F:32])([F:31])[F:20])=[O:23], predict the reaction product. The product is: [CH3:1][C@H:2]1[CH2:10][C:9]2[C:4](=[CH:5][C:6]([CH3:11])=[CH:7][CH:8]=2)[C@@H:3]1[NH:12][C:13]1[N:14]=[CH:15][N:16]=[C:17]([NH:19][C:22](=[O:23])[C:21]([F:32])([F:31])[F:20])[N:18]=1. (2) Given the reactants [H-].[Na+].[F:3][C:4]([F:9])([F:8])[CH:5]([OH:7])[CH3:6].[Cl:10][C:11]1[C:12]([C:19]#[N:20])=[N:13][CH:14]=[C:15]([Cl:18])[C:16]=1Cl.[Cl-].[NH4+], predict the reaction product. The product is: [Cl:10][C:11]1[C:12]([C:19]#[N:20])=[N:13][CH:14]=[C:15]([Cl:18])[C:16]=1[O:7][CH:5]([CH3:6])[C:4]([F:9])([F:8])[F:3]. (3) Given the reactants [CH3:1][O:2][C:3]1[CH:4]=[C:5](CS([O-])(=O)=O)[CH:6]=[C:7]([O:11][CH3:12])[C:8]=1[O:9][CH3:10].[F:18][C:19]1[CH:25]=[CH:24][C:22]([NH2:23])=[CH:21][CH:20]=1.C([O-])([O-])=O.[K+].[K+], predict the reaction product. The product is: [F:18][C:19]1[CH:25]=[CH:24][C:22]([NH:23][C:5]2[CH:6]=[C:7]([O:11][CH3:12])[C:8]([O:9][CH3:10])=[C:3]([O:2][CH3:1])[CH:4]=2)=[CH:21][CH:20]=1. (4) Given the reactants C[Si]([N-][Si](C)(C)C)(C)C.[K+].[Cl:11][C:12]1[N:16]([C:17]2[CH:22]=[CH:21][C:20]([O:23][CH3:24])=[CH:19][CH:18]=2)[C:15]([C:25](OCC)=[O:26])=[C:14]([NH:30][C:31](=[O:40])[CH2:32][C:33]2[CH:38]=[CH:37][CH:36]=[CH:35][C:34]=2[F:39])[CH:13]=1, predict the reaction product. The product is: [Cl:11][C:12]1[N:16]([C:17]2[CH:22]=[CH:21][C:20]([O:23][CH3:24])=[CH:19][CH:18]=2)[C:15]2[C:25]([OH:26])=[C:32]([C:33]3[CH:38]=[CH:37][CH:36]=[CH:35][C:34]=3[F:39])[C:31](=[O:40])[NH:30][C:14]=2[CH:13]=1. (5) Given the reactants Br[CH2:2][CH2:3]Br.[OH-].[Na+].C1(C)C=CC=CC=1.[C:14]([C:16]1[CH:21]=[CH:20][CH:19]=[CH:18][C:17]=1[CH2:22][C:23]([O:25][CH3:26])=[O:24])#[N:15], predict the reaction product. The product is: [C:14]([C:16]1[CH:21]=[CH:20][CH:19]=[CH:18][C:17]=1[C:22]1([C:23]([O:25][CH3:26])=[O:24])[CH2:3][CH2:2]1)#[N:15]. (6) Given the reactants [CH2:1]([O:8][CH2:9][C:10]1[O:14][N:13]=[C:12]([C:15]([OH:17])=O)[CH:11]=1)[C:2]1[CH:7]=[CH:6][CH:5]=[CH:4][CH:3]=1.[O:18]1[CH2:22][CH2:21][C@@H:20]([CH2:23][NH2:24])[CH2:19]1.ON1C2C=CC=CC=2N=N1.Cl.C(N=C=NCCCN(C)C)C.Cl, predict the reaction product. The product is: [O:18]1[CH2:22][CH2:21][C@@H:20]([CH2:23][NH:24][C:15]([C:12]2[CH:11]=[C:10]([CH2:9][O:8][CH2:1][C:2]3[CH:3]=[CH:4][CH:5]=[CH:6][CH:7]=3)[O:14][N:13]=2)=[O:17])[CH2:19]1. (7) Given the reactants [F:1][C:2]1[CH:3]=[C:4]([C:21]([O:23][CH3:24])=[O:22])[C:5]2[O:9][C:8]([C:10]3[CH:15]=[CH:14][C:13]([CH2:16][N:17](C)[CH3:18])=[CH:12][CH:11]=3)=[CH:7][C:6]=2[CH:20]=1.[C:25](C1C=CC(CNC2CC2)=CC=1)#[CH:26].FC1C=C(C(OC)=O)C(O)=C(I)C=1, predict the reaction product. The product is: [F:1][C:2]1[CH:3]=[C:4]([C:21]([O:23][CH3:24])=[O:22])[C:5]2[O:9][C:8]([C:10]3[CH:11]=[CH:12][C:13]([CH2:16][NH:17][CH:18]4[CH2:26][CH2:25]4)=[CH:14][CH:15]=3)=[CH:7][C:6]=2[CH:20]=1.